From a dataset of Catalyst prediction with 721,799 reactions and 888 catalyst types from USPTO. Predict which catalyst facilitates the given reaction. Reactant: [F:1][C:2]1[CH:34]=[C:33]([F:35])[CH:32]=[CH:31][C:3]=1[O:4][C:5]1[N:10]=[C:9]2[N:11]([CH2:22][OH:23])[N:12]=[C:13]([C:14]3[CH:19]=[C:18]([F:20])[CH:17]=[CH:16][C:15]=3[F:21])[C:8]2=[C:7]([NH:24][CH2:25][CH2:26][S:27]([CH3:30])(=[O:29])=[O:28])[N:6]=1.[C:36]([NH:43][C@H:44]([C:48](O)=[O:49])[CH:45]([CH3:47])[CH3:46])([O:38][C:39]([CH3:42])([CH3:41])[CH3:40])=[O:37].CN(C1C=CC=CN=1)C.C(N(CC)CC)C.ClC(OC(C)=C)=O. Product: [F:1][C:2]1[CH:34]=[C:33]([F:35])[CH:32]=[CH:31][C:3]=1[O:4][C:5]1[N:10]=[C:9]2[N:11]([CH2:22][O:23][C:48](=[O:49])[CH:44]([NH:43][C:36]([O:38][C:39]([CH3:40])([CH3:42])[CH3:41])=[O:37])[CH:45]([CH3:47])[CH3:46])[N:12]=[C:13]([C:14]3[CH:19]=[C:18]([F:20])[CH:17]=[CH:16][C:15]=3[F:21])[C:8]2=[C:7]([NH:24][CH2:25][CH2:26][S:27]([CH3:30])(=[O:28])=[O:29])[N:6]=1. The catalyst class is: 2.